From a dataset of Catalyst prediction with 721,799 reactions and 888 catalyst types from USPTO. Predict which catalyst facilitates the given reaction. Reactant: [N+:1]([C:4]1[CH:5]=[C:6]([N:10]2[CH2:15][CH2:14][CH:13]([N:16]3[CH2:21][CH2:20][O:19][CH2:18][CH2:17]3)[CH2:12][CH2:11]2)[CH:7]=[CH:8][CH:9]=1)([O-])=O.[H][H]. Product: [N:16]1([CH:13]2[CH2:14][CH2:15][N:10]([C:6]3[CH:5]=[C:4]([NH2:1])[CH:9]=[CH:8][CH:7]=3)[CH2:11][CH2:12]2)[CH2:21][CH2:20][O:19][CH2:18][CH2:17]1. The catalyst class is: 19.